Dataset: Forward reaction prediction with 1.9M reactions from USPTO patents (1976-2016). Task: Predict the product of the given reaction. (1) Given the reactants [Cl:1][C:2]1[CH:11]=[CH:10][C:9]2[C:4](=[CH:5][CH:6]=[CH:7][C:8]=2[NH2:12])[N:3]=1.[NH2:13]C1C=CC=C2C=1C=CC=N2, predict the reaction product. The product is: [Cl:1][C:2]1[CH:11]=[CH:10][C:9]2[C:4](=[CH:5][CH:6]=[CH:7][C:8]=2[NH:12][NH2:13])[N:3]=1. (2) Given the reactants O([Si](C)(C)C)S(C(F)(F)F)(=O)=O.[CH3:13][N:14]1[CH:18]=[C:17]([NH:19][C:20]([C:22]2[N:23]([CH3:27])[CH:24]=[CH:25][N:26]=2)=[O:21])[N:16]=[C:15]1[C:28](O)=[O:29].[CH3:31][O:32][C:33]([C:35]1[N:36]([CH3:50])[CH:37]=[C:38]([NH:40][C:41]([C:43]2[N:44]([CH3:49])[CH:45]=[C:46]([NH2:48])[N:47]=2)=[O:42])[CH:39]=1)=[O:34].C([O-])([O-])=O.[Na+].[Na+], predict the reaction product. The product is: [CH3:31][O:32][C:33]([C:35]1[N:36]([CH3:50])[CH:37]=[C:38]([NH:40][C:41]([C:43]2[N:44]([CH3:49])[CH:45]=[C:46]([NH:48][C:28]([C:15]3[N:14]([CH3:13])[CH:18]=[C:17]([NH:19][C:20]([C:22]4[N:23]([CH3:27])[CH:24]=[CH:25][N:26]=4)=[O:21])[N:16]=3)=[O:29])[N:47]=2)=[O:42])[CH:39]=1)=[O:34]. (3) Given the reactants [N+:1]([C:4]1[C:5]([N:10]2[CH2:15][CH:14]=[C:13]([C:16]([OH:18])=O)[CH2:12][CH2:11]2)=[N:6][CH:7]=[CH:8][CH:9]=1)([O-:3])=[O:2].C[N+]1(C2N=C(OC)N=C(OC)N=2)CCOCC1.[Cl-].CN1CCOCC1.Cl.[CH3:45][NH:46][O:47][CH3:48], predict the reaction product. The product is: [CH3:48][O:47][N:46]([CH3:45])[C:16]([C:13]1[CH2:12][CH2:11][N:10]([C:5]2[C:4]([N+:1]([O-:3])=[O:2])=[CH:9][CH:8]=[CH:7][N:6]=2)[CH2:15][CH:14]=1)=[O:18]. (4) Given the reactants Br[C:2]1[CH:7]=[CH:6][CH:5]=[CH:4][C:3]=1[O:8][C:9]([F:12])([F:11])[F:10].[C:13]([C:16]1[CH:17]=[C:18](B(O)O)[CH:19]=[CH:20][CH:21]=1)(=[O:15])[CH3:14].C1C=CC(P(C2C=CC=CC=2)C2C=CC=CC=2)=CC=1.C(=O)([O-])[O-].[Na+].[Na+], predict the reaction product. The product is: [F:10][C:9]([F:12])([F:11])[O:8][C:3]1[CH:4]=[CH:5][CH:6]=[CH:7][C:2]=1[C:20]1[CH:19]=[CH:18][CH:17]=[C:16]([C:13](=[O:15])[CH3:14])[CH:21]=1. (5) Given the reactants O1CCOCC1.Br[C:8]1[C:12]([CH3:14])([CH3:13])[O:11]/[C:10](=[C:15]2/[C:16](=[O:26])[NH:17][C:18]3[C:23]/2=[CH:22][C:21]([F:24])=[C:20]([F:25])[CH:19]=3)/[CH:9]=1.[CH:27]([C:29]1[CH:34]=[CH:33][C:32](B(O)O)=[CH:31][CH:30]=1)=[O:28].C([O-])([O-])=O.[Na+].[Na+], predict the reaction product. The product is: [F:24][C:21]1[CH:22]=[C:23]2[C:18](=[CH:19][C:20]=1[F:25])[NH:17][C:16](=[O:26])/[C:15]/2=[C:10]1\[CH:9]=[C:8]([C:32]2[CH:33]=[CH:34][C:29]([CH:27]=[O:28])=[CH:30][CH:31]=2)[C:12]([CH3:14])([CH3:13])[O:11]\1. (6) Given the reactants Br[C:2]1[CH:7]=[CH:6][C:5]([N:8]2[C:12]3[N:13]=[CH:14][N:15]([CH2:18][C:19]4([OH:30])[CH2:24][CH2:23][N:22]([C:25]([CH:27]5[CH2:29][CH2:28]5)=[O:26])[CH2:21][CH2:20]4)[C:16](=[O:17])[C:11]=3[CH:10]=[N:9]2)=[CH:4][CH:3]=1.[CH3:31][C:32]1([CH3:48])[C:36]([CH3:38])([CH3:37])[O:35][B:34]([B:34]2[O:35][C:36]([CH3:38])([CH3:37])[C:32]([CH3:48])([CH3:31])[O:33]2)[O:33]1.C([O-])(=O)C.[K+].CN(C)C=O, predict the reaction product. The product is: [CH:27]1([C:25]([N:22]2[CH2:23][CH2:24][C:19]([CH2:18][N:15]3[C:16](=[O:17])[C:11]4[CH:10]=[N:9][N:8]([C:5]5[CH:6]=[CH:7][C:2]([B:34]6[O:35][C:36]([CH3:38])([CH3:37])[C:32]([CH3:48])([CH3:31])[O:33]6)=[CH:3][CH:4]=5)[C:12]=4[N:13]=[CH:14]3)([OH:30])[CH2:20][CH2:21]2)=[O:26])[CH2:29][CH2:28]1. (7) Given the reactants [Br:1][C:2]1[O:6][C:5]([C:7]([OH:9])=[O:8])=[CH:4][CH:3]=1.[CH2:10]([OH:24])[CH2:11][CH2:12][CH2:13][CH2:14][CH2:15][CH2:16][CH2:17][CH2:18][CH2:19][CH2:20][CH2:21][CH2:22][CH3:23], predict the reaction product. The product is: [CH3:23][CH2:22][CH2:21][CH2:20][CH2:19][CH2:18][CH2:17][CH2:16][CH2:15][CH2:14][CH2:13][CH2:12][CH2:11][CH2:10][O:24][C:2]1[O:6][C:5]([C:7]([OH:9])=[O:8])=[CH:4][CH:3]=1.[Br:1][C:2]1[O:6][C:5]([C:7]([OH:9])=[O:8])=[CH:4][CH:3]=1. (8) Given the reactants [F:1][C:2]1[C:10]([O:11][C@@H:12]([C:15]2[O:16][CH:17]=[C:18]([C:20]3[CH:25]=[CH:24][C:23]([C:26]([F:29])([F:28])[F:27])=[CH:22][CH:21]=3)[N:19]=2)[CH2:13][OH:14])=[CH:9][CH:8]=[C:7]([F:30])[C:3]=1[C:4]([NH2:6])=[O:5].[Br:31]Br, predict the reaction product. The product is: [Br:31][C:17]1[O:16][C:15]([C@H:12]([O:11][C:10]2[C:2]([F:1])=[C:3]([C:7]([F:30])=[CH:8][CH:9]=2)[C:4]([NH2:6])=[O:5])[CH2:13][OH:14])=[N:19][C:18]=1[C:20]1[CH:25]=[CH:24][C:23]([C:26]([F:27])([F:28])[F:29])=[CH:22][CH:21]=1. (9) Given the reactants [NH2:1][C:2]1[CH:7]=[CH:6][N:5]([C@H:8]2[C@H:12]([OH:13])[C@H:11]([F:14])[C@@:10]([N:17]=[N+:18]=[N-:19])([CH2:15][OH:16])[O:9]2)[C:4](=[O:20])[N:3]=1.Cl[Si:22]([CH2:27][CH3:28])([CH2:25][CH3:26])[CH2:23][CH3:24], predict the reaction product. The product is: [NH2:1][C:2]1[CH:7]=[CH:6][N:5]([C@H:8]2[C@H:12]([O:13][Si:22]([CH2:27][CH3:28])([CH2:25][CH3:26])[CH2:23][CH3:24])[C@H:11]([F:14])[C@@:10]([N:17]=[N+:18]=[N-:19])([CH2:15][OH:16])[O:9]2)[C:4](=[O:20])[N:3]=1.